Dataset: Forward reaction prediction with 1.9M reactions from USPTO patents (1976-2016). Task: Predict the product of the given reaction. (1) Given the reactants [CH2:1]([C:3]1[CH:8]=[CH:7][CH:6]=[C:5]([CH2:9][CH3:10])[C:4]=1[NH:11][C:12]1[CH:17]=[CH:16][C:15]([C:18]2[CH:23]=[CH:22][CH:21]=[CH:20][CH:19]=2)=[CH:14][C:13]=1[N+:24]([O-])=O)[CH3:2], predict the reaction product. The product is: [CH2:9]([C:5]1[CH:6]=[CH:7][CH:8]=[C:3]([CH2:1][CH3:2])[C:4]=1[NH:11][C:12]1[CH:17]=[CH:16][C:15]([C:18]2[CH:23]=[CH:22][CH:21]=[CH:20][CH:19]=2)=[CH:14][C:13]=1[NH2:24])[CH3:10]. (2) Given the reactants C([C:3]1C=C[N:6]=[C:5]([NH:9][C:10]2[CH:11]=[C:12]([C:17]3[S:21][C:20]([C:22]4(O)[CH2:25][CH2:24][CH2:23]4)=[N:19][CH:18]=3)[CH:13]=[C:14]([CH3:16])[CH:15]=2)[N:4]=1)=C.C[N+]1([O-])CC[O:31]CC1.[O-]S([O-])(=S)=O.[Na+].[Na+].[CH2:42]1[CH2:46][O:45][CH2:44][CH2:43]1.[OH2:47], predict the reaction product. The product is: [OH:47][C:22]1([C:20]2[S:21][C:17]([C:12]3[CH:11]=[C:10]([NH:9][C:5]4[N:6]=[C:42]([CH:43]([OH:31])[CH2:44][OH:45])[CH:46]=[CH:3][N:4]=4)[CH:15]=[C:14]([CH3:16])[CH:13]=3)=[CH:18][N:19]=2)[CH2:23][CH2:24][CH2:25]1.